This data is from Reaction yield outcomes from USPTO patents with 853,638 reactions. The task is: Predict the reaction yield, written as a fraction of the theoretical maximum amount of product (1.0 means a 100% yield; for example, 0.34 means a 34% yield). The reactants are [F:1][C:2]1[CH:7]=[CH:6][C:5]([C@H:8]([CH3:11])[CH2:9]O)=[CH:4][CH:3]=1.[C:12]1(=[O:22])[NH:16][C:15](=[O:17])[C:14]2=[CH:18][CH:19]=[CH:20][CH:21]=[C:13]12.C1(P(C2C=CC=CC=2)C2C=CC=CC=2)C=CC=CC=1.CCOC(/N=N/C(OCC)=O)=O. The catalyst is C1COCC1. The product is [F:1][C:2]1[CH:7]=[CH:6][C:5]([C@H:8]([CH3:11])[CH2:9][N:16]2[C:12](=[O:22])[C:13]3[C:14](=[CH:18][CH:19]=[CH:20][CH:21]=3)[C:15]2=[O:17])=[CH:4][CH:3]=1. The yield is 0.590.